From a dataset of Full USPTO retrosynthesis dataset with 1.9M reactions from patents (1976-2016). Predict the reactants needed to synthesize the given product. (1) Given the product [NH2:10][CH2:9][CH2:8][CH2:7][O:6][C:5]1[CH:18]=[CH:19][C:2]([Cl:1])=[CH:3][C:4]=1[NH:20][C:21]([NH:23][C:24]1[CH:29]=[N:28][C:27]([C:30]#[N:31])=[CH:26][N:25]=1)=[O:22], predict the reactants needed to synthesize it. The reactants are: [Cl:1][C:2]1[CH:19]=[CH:18][C:5]([O:6][CH2:7][CH2:8][CH2:9][NH:10]C(=O)OC(C)(C)C)=[C:4]([NH:20][C:21]([NH:23][C:24]2[CH:29]=[N:28][C:27]([C:30]#[N:31])=[CH:26][N:25]=2)=[O:22])[CH:3]=1. (2) Given the product [Br:1][C:2]1[CH:3]=[C:4]2[C:8](=[C:9]([CH:11]=[O:12])[CH:10]=1)[N:7]([CH3:13])[CH:6]=[CH:5]2, predict the reactants needed to synthesize it. The reactants are: [Br:1][C:2]1[CH:3]=[C:4]2[C:8](=[C:9]([CH2:11][OH:12])[CH:10]=1)[N:7]([CH3:13])[CH:6]=[CH:5]2. (3) The reactants are: [CH2:1]([O:8][C:9]1[CH:10]=[CH:11][C:12]2[C:13]3[N:14]([CH2:22][CH2:23][N:24]=3)[C:15]([NH2:21])=[N:16][C:17]=2[C:18]=1[O:19][CH3:20])[C:2]1[CH:7]=[CH:6][CH:5]=[CH:4][CH:3]=1.ClCC1C=C[C:30]([S:33](C)(=[O:35])=[O:34])=CC=1. Given the product [CH3:20][O:19][C:18]1[C:17]2[N:16]=[C:15]([NH2:21])[N:14]3[CH2:22][CH2:23][N:24]=[C:13]3[C:12]=2[CH:11]=[CH:10][C:9]=1[O:8][CH2:1][C:2]1[CH:3]=[CH:4][C:5]([S:33]([CH3:30])(=[O:35])=[O:34])=[CH:6][CH:7]=1, predict the reactants needed to synthesize it. (4) Given the product [OH:24][CH:13]([P:6](=[O:5])([OH:7])[OH:12])[C:14]1[CH:15]=[N:16][C:17]2[C:22]([CH:23]=1)=[CH:21][CH:20]=[CH:19][CH:18]=2, predict the reactants needed to synthesize it. The reactants are: C([O:5][P:6]([CH:13]([OH:24])[C:14]1[CH:15]=[N:16][C:17]2[C:22]([CH:23]=1)=[CH:21][CH:20]=[CH:19][CH:18]=2)(=[O:12])[O:7]C(C)(C)C)(C)(C)C. (5) The reactants are: [CH3:1][C:2]1[N:3]=[C:4]([NH:7][C:8](=[O:23])[CH2:9][N:10]2[CH2:15][CH2:14][N:13](C(OC(C)(C)C)=O)[CH2:12][CH2:11]2)[S:5][CH:6]=1.FC(F)(F)C(O)=O. Given the product [CH3:1][C:2]1[N:3]=[C:4]([NH:7][C:8](=[O:23])[CH2:9][N:10]2[CH2:11][CH2:12][NH:13][CH2:14][CH2:15]2)[S:5][CH:6]=1, predict the reactants needed to synthesize it. (6) The reactants are: [Cl:1][C:2]1[CH:10]=[CH:9][C:8]([C:11]([F:14])([F:13])[F:12])=[CH:7][C:3]=1[C:4]([OH:6])=[O:5].[C:15](Cl)(=O)C(Cl)=O.CO. Given the product [Cl:1][C:2]1[CH:10]=[CH:9][C:8]([C:11]([F:12])([F:13])[F:14])=[CH:7][C:3]=1[C:4]([O:6][CH3:15])=[O:5], predict the reactants needed to synthesize it.